From a dataset of NCI-60 drug combinations with 297,098 pairs across 59 cell lines. Regression. Given two drug SMILES strings and cell line genomic features, predict the synergy score measuring deviation from expected non-interaction effect. (1) Drug 1: CC12CCC3C(C1CCC2=O)CC(=C)C4=CC(=O)C=CC34C. Drug 2: C1C(C(OC1N2C=NC3=C2NC=NCC3O)CO)O. Cell line: SF-295. Synergy scores: CSS=37.7, Synergy_ZIP=0.566, Synergy_Bliss=0.505, Synergy_Loewe=-3.28, Synergy_HSA=1.41. (2) Drug 1: CC12CCC3C(C1CCC2O)C(CC4=C3C=CC(=C4)O)CCCCCCCCCS(=O)CCCC(C(F)(F)F)(F)F. Drug 2: C1CCC(C(C1)N)N.C(=O)(C(=O)[O-])[O-].[Pt+4]. Cell line: RXF 393. Synergy scores: CSS=9.63, Synergy_ZIP=-3.28, Synergy_Bliss=-0.158, Synergy_Loewe=-0.498, Synergy_HSA=0.379. (3) Drug 1: CS(=O)(=O)OCCCCOS(=O)(=O)C. Drug 2: CC1C(C(CC(O1)OC2CC(CC3=C2C(=C4C(=C3O)C(=O)C5=C(C4=O)C(=CC=C5)OC)O)(C(=O)CO)O)N)O.Cl. Cell line: SK-MEL-5. Synergy scores: CSS=46.5, Synergy_ZIP=-0.392, Synergy_Bliss=0.220, Synergy_Loewe=-35.9, Synergy_HSA=1.14. (4) Drug 1: CC(C)(C#N)C1=CC(=CC(=C1)CN2C=NC=N2)C(C)(C)C#N. Drug 2: CC(C)CN1C=NC2=C1C3=CC=CC=C3N=C2N. Cell line: NCI-H522. Synergy scores: CSS=-4.48, Synergy_ZIP=1.77, Synergy_Bliss=-0.736, Synergy_Loewe=-3.17, Synergy_HSA=-3.17. (5) Drug 2: COC1=NC(=NC2=C1N=CN2C3C(C(C(O3)CO)O)O)N. Synergy scores: CSS=6.66, Synergy_ZIP=0.735, Synergy_Bliss=4.64, Synergy_Loewe=-7.05, Synergy_HSA=-0.324. Drug 1: CC1C(C(CC(O1)OC2CC(CC3=C2C(=C4C(=C3O)C(=O)C5=C(C4=O)C(=CC=C5)OC)O)(C(=O)C)O)N)O.Cl. Cell line: MDA-MB-435. (6) Drug 1: CC1=C(C=C(C=C1)NC(=O)C2=CC=C(C=C2)CN3CCN(CC3)C)NC4=NC=CC(=N4)C5=CN=CC=C5. Drug 2: CC1=C(C(=CC=C1)Cl)NC(=O)C2=CN=C(S2)NC3=CC(=NC(=N3)C)N4CCN(CC4)CCO. Cell line: NCI-H226. Synergy scores: CSS=5.02, Synergy_ZIP=0.465, Synergy_Bliss=4.08, Synergy_Loewe=-0.530, Synergy_HSA=0.900. (7) Drug 1: C1CC(=O)NC(=O)C1N2CC3=C(C2=O)C=CC=C3N. Drug 2: CC1C(C(CC(O1)OC2CC(CC3=C2C(=C4C(=C3O)C(=O)C5=CC=CC=C5C4=O)O)(C(=O)C)O)N)O. Cell line: SK-OV-3. Synergy scores: CSS=24.0, Synergy_ZIP=-0.769, Synergy_Bliss=-3.01, Synergy_Loewe=-13.7, Synergy_HSA=-3.69.